This data is from Experimentally validated miRNA-target interactions with 360,000+ pairs, plus equal number of negative samples. The task is: Binary Classification. Given a miRNA mature sequence and a target amino acid sequence, predict their likelihood of interaction. (1) The miRNA is hsa-miR-3622a-3p with sequence UCACCUGACCUCCCAUGCCUGU. The protein sequence of the target gene is MSVELEEALPVTTAEGMAKKVTKAGGSAALSPSKKRKNSKKKNQPGKYSQLVVETIRRLGERNGSSLAKIYTEAKKVPWFDQQNGRTYLKYSIKALVQNDTLLQVKGTGANGSFKLNRKKLEGGGERRGAPAAATAPAPTAHKAKKAAPGAAGSRRADKKPARGQKPEQRSHKKGAGAKKDKGGKAKKTAAAGGKKVKKAAKPSVPKVPKGRK. Result: 0 (no interaction). (2) The miRNA is hsa-miR-216a-3p with sequence UCACAGUGGUCUCUGGGAUUAU. The protein sequence of the target gene is MDTEGFGELLQQAEQLAAETEGISELPHVERNLQEIQQAGERLRSRTLTRTSQETADVKASVLLGSRGLDISHISQRLESLSAATTFEPLEPVKDTDIQGFLKNEKDNALLSAIEESRKRTFGMAEEYHRESMLVEWEQVKQRILHTLLASGEDALDFTQESEPSYISDVGPPGRSSLDNIEMAYARQIYIYNEKIVNGHLQPNLVDLCASVAELDDKSISDMWTMVKQMTDVLLTPATDALKNRSSVEVRMEFVRQALAYLEQSYKNYTLVTVFGNLHQAQLGGVPGTYQLVRSFLNIK.... Result: 1 (interaction). (3) The miRNA is mmu-miR-487b-3p with sequence AAUCGUACAGGGUCAUCCACUU. The protein sequence of the target gene is MADLLGSILSSMEKPPSLGDQETRRKAREQAARLKKLQEQEKQQKVEFRKRMEKEVSDFIQDSGQIKKKFQPMNKIERSILHDVVEVAGLTSFSFGEDDDCRYVMIFKKEFAPSDEELDSYRRGEEWDPQKAEEKRKLKELAQRQEEEAAQQGPVVVSPASDYKDKYSHLIGKGAAKDAAHMLQANKTYGCVPVANKRDTRSIEEAMNEIRAKKRLRQSGEELPPTS. Result: 0 (no interaction). (4) The miRNA is hsa-miR-514b-3p with sequence AUUGACACCUCUGUGAGUGGA. The protein sequence of the target gene is MKMFESADSTATRSGQDLWAEICSCLPNPEQEDGANNAFSDSFVDSCPEGEGQREVADFAVQPAVKPWAPLQDSEVYLASLEKKLRRIKGLNQEVTSKDMLRTLAQAKKECWDRFLQEKLASEFFVDGLDSDESTLEHFKRWLQPDKVAVSTEEVQYLIPPESQVEKPVAEDEPAAGDKPAAAEQ. Result: 0 (no interaction).